Task: Predict the reaction yield, written as a fraction of the theoretical maximum amount of product (1.0 means a 100% yield; for example, 0.34 means a 34% yield).. Dataset: Reaction yield outcomes from USPTO patents with 853,638 reactions (1) The yield is 0.630. The product is [Cl:1][C:2]1[CH:3]=[C:4]2[C:8](=[CH:9][CH:10]=1)[NH:7][CH:6]=[C:5]2[CH2:11][C:15]#[N:16]. The reactants are [Cl:1][C:2]1[CH:3]=[C:4]2[C:8](=[CH:9][CH:10]=1)[NH:7][CH:6]=[C:5]2[CH2:11]N(C)C.[C-:15]#[N:16].[K+]. The catalyst is CN(C)C=O.O. (2) The reactants are [N:1]([CH:4]([C:8]1[CH:9]=[N:10][CH:11]=[CH:12][C:13]=1[C:14]([F:17])([F:16])[F:15])[CH:5]([CH3:7])[CH3:6])=[N+]=[N-]. The catalyst is CO.[C].[Pd]. The product is [NH2:1][CH:4]([C:8]1[CH:9]=[N:10][CH:11]=[CH:12][C:13]=1[C:14]([F:17])([F:15])[F:16])[CH:5]([CH3:7])[CH3:6]. The yield is 0.810. (3) The reactants are [NH2:1][C:2]1[N:10]=[CH:9][N:8]=[C:7]2[C:3]=1[N:4]=[CH:5][N:6]2[C@H:11]1[C@H:18]2[C@H:14]([O:15][C:16]([CH3:20])([CH3:19])[O:17]2)[C@@H:13]([CH2:21][NH:22][CH2:23][CH2:24][C@H:25]([NH:33][C:34](=[O:43])[O:35][CH2:36][C:37]2[CH:42]=[CH:41][CH:40]=[CH:39][CH:38]=2)[C:26]([O:28][C:29]([CH3:32])([CH3:31])[CH3:30])=[O:27])[O:12]1.[N+:44]([C:47]1[CH:52]=[CH:51][CH:50]=[CH:49][C:48]=1/[CH:53]=[CH:54]/[CH:55]=O)([O-:46])=[O:45].C(O[BH-](OC(=O)C)OC(=O)C)(=O)C.[Na+]. The catalyst is ClC(Cl)C. The product is [C:29]([O:28][C:26]([C@@H:25]([NH:33][C:34](=[O:43])[O:35][CH2:36][C:37]1[CH:38]=[CH:39][CH:40]=[CH:41][CH:42]=1)[CH2:24][CH2:23][N:22]([CH2:55][CH:54]=[CH:53][C:48]1[CH:49]=[CH:50][CH:51]=[CH:52][C:47]=1[N+:44]([O-:46])=[O:45])[CH2:21][C@@H:13]1[C@H:14]2[O:15][C:16]([CH3:20])([CH3:19])[O:17][C@H:18]2[C@H:11]([N:6]2[CH:5]=[N:4][C:3]3[C:7]2=[N:8][CH:9]=[N:10][C:2]=3[NH2:1])[O:12]1)=[O:27])([CH3:32])([CH3:31])[CH3:30]. The yield is 0.980.